This data is from Catalyst prediction with 721,799 reactions and 888 catalyst types from USPTO. The task is: Predict which catalyst facilitates the given reaction. (1) Reactant: [Cl:1][C:2]1[CH:3]=[C:4]([CH:9]=[C:10]([O:13][C:14]([F:17])([F:16])[F:15])[C:11]=1[OH:12])[C:5]([O:7][CH3:8])=[O:6].[C:18](=O)([O-])[O-].[K+].[K+].COS(=O)(=O)OC.O. Product: [Cl:1][C:2]1[CH:3]=[C:4]([CH:9]=[C:10]([O:13][C:14]([F:15])([F:16])[F:17])[C:11]=1[O:12][CH3:18])[C:5]([O:7][CH3:8])=[O:6]. The catalyst class is: 9. (2) Reactant: [F:1][C:2]1[CH:7]=[CH:6][C:5]([C:8]2[C:16]([C:17]3[CH:22]=[CH:21][N:20]=[C:19]([F:23])[CH:18]=3)=[C:11]3[CH:12]=[CH:13][CH:14]=[CH:15][N:10]3[N:9]=2)=[CH:4][CH:3]=1.[Br:24]N1C(=O)CCC1=O.C(=O)(O)[O-].[Na+]. Product: [Br:24][C:14]1[CH:13]=[CH:12][C:11]2[N:10]([N:9]=[C:8]([C:5]3[CH:6]=[CH:7][C:2]([F:1])=[CH:3][CH:4]=3)[C:16]=2[C:17]2[CH:22]=[CH:21][N:20]=[C:19]([F:23])[CH:18]=2)[CH:15]=1. The catalyst class is: 3. (3) Reactant: [F:1][C:2]([F:15])([S:11]([O-:14])(=[O:13])=[O:12])[C:3]([F:10])([F:9])[CH2:4][CH2:5][CH2:6][CH2:7][OH:8].[Na+:16].C(#N)C.[C:20](O[C:20](=[O:24])[C:21]([CH3:23])=[CH2:22])(=[O:24])[C:21]([CH3:23])=[CH2:22].C(N(CC)CC)C. Product: [F:15][C:2]([F:1])([S:11]([O-:14])(=[O:13])=[O:12])[C:3]([F:10])([F:9])[CH2:4][CH2:5][CH2:6][CH2:7][O:8][C:20](=[O:24])[C:21]([CH3:23])=[CH2:22].[Na+:16]. The catalyst class is: 6. (4) Reactant: [CH3:1][O:2][NH3+:3].[Cl-].[Br:5][C:6]1[CH:7]=[CH:8][C:9]([S:14][CH2:15][CH3:16])=[C:10]([CH:13]=1)[CH:11]=O.O. Product: [CH3:1][O:2][N:3]=[CH:11][C:10]1[CH:13]=[C:6]([Br:5])[CH:7]=[CH:8][C:9]=1[S:14][CH2:15][CH3:16]. The catalyst class is: 17. (5) Reactant: C(OC([N:8]1[CH2:17][CH2:16][C:15]2[C:10](=[CH:11][CH:12]=[C:13]([NH:18][C:19]3[C:24](=[O:25])[N:23]([CH3:26])[CH:22]=[C:21]([C:27]4[CH:32]=[C:31]([F:33])[CH:30]=[C:29]([N:34]5[CH2:46][CH2:45][N:37]6[C:38]7[CH2:39][CH2:40][CH2:41][CH2:42][C:43]=7[CH:44]=[C:36]6[C:35]5=[O:47])[C:28]=4[CH2:48][O:49][C:50](=[O:52])[CH3:51])[N:20]=3)[CH:14]=2)[CH2:9]1)=O)(C)(C)C.Cl. Product: [C:50]([O:49][CH2:48][C:28]1[C:29]([N:34]2[CH2:46][CH2:45][N:37]3[C:38]4[CH2:39][CH2:40][CH2:41][CH2:42][C:43]=4[CH:44]=[C:36]3[C:35]2=[O:47])=[CH:30][C:31]([F:33])=[CH:32][C:27]=1[C:21]1[N:20]=[C:19]([NH:18][C:13]2[CH:14]=[C:15]3[C:10](=[CH:11][CH:12]=2)[CH2:9][NH:8][CH2:17][CH2:16]3)[C:24](=[O:25])[N:23]([CH3:26])[CH:22]=1)(=[O:52])[CH3:51]. The catalyst class is: 135. (6) Reactant: [CH3:1][C:2]1[O:6][C:5]([C:7]2[CH:12]=[CH:11][CH:10]=[CH:9][CH:8]=2)=[N:4][C:3]=1[CH2:13][O:14][C:15]1[CH:23]=[CH:22][C:18]([CH2:19][O:20][NH2:21])=[CH:17][CH:16]=1.O=[C:25]([C:37]1[CH:42]=[CH:41][CH:40]=[CH:39][CH:38]=1)[CH2:26][CH2:27][CH2:28][CH2:29][CH2:30][CH2:31][CH2:32][C:33]([O:35]C)=[O:34].Cl.C([O-])(=O)C.[Na+].[OH-].[Na+]. Product: [CH3:1][C:2]1[O:6][C:5]([C:7]2[CH:8]=[CH:9][CH:10]=[CH:11][CH:12]=2)=[N:4][C:3]=1[CH2:13][O:14][C:15]1[CH:16]=[CH:17][C:18]([CH2:19][O:20]/[N:21]=[C:25](/[C:37]2[CH:38]=[CH:39][CH:40]=[CH:41][CH:42]=2)\[CH2:26][CH2:27][CH2:28][CH2:29][CH2:30][CH2:31][CH2:32][C:33]([OH:35])=[O:34])=[CH:22][CH:23]=1. The catalyst class is: 193. (7) Reactant: [C:1]([C:3]1[CH:8]=[CH:7][N:6]=[C:5]2[NH:9][CH:10]=[C:11]([CH:12]([OH:35])[C:13]3[C:14]([F:34])=[C:15]([NH:20][S:21]([C:24]4[CH:29]=[CH:28][C:27]([C:30]([F:33])([F:32])[F:31])=[CH:26][CH:25]=4)(=[O:23])=[O:22])[CH:16]=[CH:17][C:18]=3[F:19])[C:4]=12)#[N:2].CC(OI1(OC(C)=O)(OC(C)=O)OC(=O)C2C=CC=CC1=2)=O.S([O-])([O-])(=O)=S.[Na+].[Na+]. Product: [C:1]([C:3]1[CH:8]=[CH:7][N:6]=[C:5]2[NH:9][CH:10]=[C:11]([C:12]([C:13]3[C:14]([F:34])=[C:15]([NH:20][S:21]([C:24]4[CH:29]=[CH:28][C:27]([C:30]([F:33])([F:31])[F:32])=[CH:26][CH:25]=4)(=[O:23])=[O:22])[CH:16]=[CH:17][C:18]=3[F:19])=[O:35])[C:4]=12)#[N:2]. The catalyst class is: 7. (8) Reactant: [CH2:1]([N:8]1[CH2:13][C:12](=O)[NH:11][C@H:10]([CH2:15][C:16]2[S:17][CH:18]=[CH:19][CH:20]=2)[C:9]1=O)[C:2]1[CH:7]=[CH:6][CH:5]=[CH:4][CH:3]=1.C1COCC1.[H-].[Al+3].[Li+].[H-].[H-].[H-].[OH-].[Na+]. Product: [CH2:1]([N:8]1[CH2:13][CH2:12][NH:11][C@H:10]([CH2:15][C:16]2[S:17][CH:18]=[CH:19][CH:20]=2)[CH2:9]1)[C:2]1[CH:3]=[CH:4][CH:5]=[CH:6][CH:7]=1. The catalyst class is: 162.